This data is from Catalyst prediction with 721,799 reactions and 888 catalyst types from USPTO. The task is: Predict which catalyst facilitates the given reaction. (1) Reactant: [NH2:1][C@H:2]([C:4]1[CH:5]=[C:6]([NH:10][C:11]2[CH:16]=[CH:15][N:14]=[CH:13][CH:12]=2)[CH:7]=[CH:8][CH:9]=1)[CH3:3].[F:17][C:18]1[CH:29]=[CH:28][C:27]([F:30])=[CH:26][C:19]=1[CH:20]=[C:21](Cl)[C:22](O)=[O:23].CCN=C=NCCCN(C)C.Cl.C(N(CC)CC)C. Product: [F:17][C:18]1[CH:29]=[CH:28][C:27]([F:30])=[CH:26][C:19]=1[CH:20]=[CH:21][C:22]([NH:1][CH:2]([C:4]1[CH:9]=[CH:8][CH:7]=[C:6]([NH:10][C:11]2[CH:12]=[CH:13][N:14]=[CH:15][CH:16]=2)[CH:5]=1)[CH3:3])=[O:23]. The catalyst class is: 166. (2) Reactant: Cl.[CH2:2]([O:4][C:5]1[C:10]([O:11][CH3:12])=[CH:9][C:8]([C:13]([C:15]2[C:24]3[C:19](=[C:20]([OH:28])[C:21]([O:25][CH2:26][CH3:27])=[CH:22][CH:23]=3)[CH:18]=[N:17][CH:16]=2)=[O:14])=[CH:7][C:6]=1[O:29][CH3:30])[CH3:3].[H-].[Na+].CCN(CC)CC.[S:40](Cl)(=[O:43])(=[O:42])[NH2:41].C([O-])([O-])=O.[K+].[K+]. Product: [S:40](=[O:43])(=[O:42])([O:28][C:20]1[C:21]([O:25][CH2:26][CH3:27])=[CH:22][CH:23]=[C:24]2[C:19]=1[CH:18]=[N:17][CH:16]=[C:15]2[C:13](=[O:14])[C:8]1[CH:9]=[C:10]([O:11][CH3:12])[C:5]([O:4][CH2:2][CH3:3])=[C:6]([O:29][CH3:30])[CH:7]=1)[NH2:41]. The catalyst class is: 2. (3) Reactant: [Br:1][C:2]1[CH:7]=[CH:6][CH:5]=[CH:4][C:3]=1[CH2:8][N:9]1[C:14](=[O:15])[CH2:13][C:12](=[O:16])[N:11]([C:17]([CH3:20])([CH3:19])[CH3:18])[C:10]1=[O:21].C(N(C(C)C)CC)(C)C.[N:31]([CH2:34][C:35]([O:37]CC)=[O:36])=[C:32]=[O:33]. Product: [Br:1][C:2]1[CH:7]=[CH:6][CH:5]=[CH:4][C:3]=1[CH2:8][N:9]1[C:14](=[O:15])[C:13]([C:32]([NH:31][CH2:34][C:35]([OH:37])=[O:36])=[O:33])=[C:12]([OH:16])[N:11]([C:17]([CH3:18])([CH3:20])[CH3:19])[C:10]1=[O:21]. The catalyst class is: 22. (4) Reactant: C(OC([NH:8][C@@H:9]([CH2:25][CH2:26][CH2:27][NH:28][C:29]([O:31][CH2:32][C:33]1[CH:38]=[CH:37][CH:36]=[CH:35][C:34]=1[Cl:39])=[O:30])[C:10]([NH:12][C:13]1[CH:18]=[CH:17][CH:16]=[CH:15][C:14]=1[CH2:19][CH2:20][C:21]([O:23][CH3:24])=[O:22])=[O:11])=O)(C)(C)C.Cl. Product: [ClH:39].[NH2:8][C@@H:9]([CH2:25][CH2:26][CH2:27][NH:28][C:29]([O:31][CH2:32][C:33]1[CH:38]=[CH:37][CH:36]=[CH:35][C:34]=1[Cl:39])=[O:30])[C:10]([NH:12][C:13]1[CH:18]=[CH:17][CH:16]=[CH:15][C:14]=1[CH2:19][CH2:20][C:21]([O:23][CH3:24])=[O:22])=[O:11]. The catalyst class is: 25. (5) Reactant: [Li+].[OH-].[Cl:3][C:4]1[CH:30]=[CH:29][CH:28]=[CH:27][C:5]=1[C:6]([N:8]([C@H:14]1[C:22]2[C:17](=[CH:18][CH:19]=[C:20]([C:23]([O:25]C)=[O:24])[CH:21]=2)[CH2:16][CH2:15]1)[CH2:9][C:10]([F:13])([F:12])[F:11])=[O:7]. Product: [Cl:3][C:4]1[CH:30]=[CH:29][CH:28]=[CH:27][C:5]=1[C:6]([N:8]([C@H:14]1[C:22]2[C:17](=[CH:18][CH:19]=[C:20]([C:23]([OH:25])=[O:24])[CH:21]=2)[CH2:16][CH2:15]1)[CH2:9][C:10]([F:12])([F:11])[F:13])=[O:7]. The catalyst class is: 799. (6) Reactant: [O:1]=[C:2]1[N:6]([C:7]([O:9][CH2:10][CH3:11])=[O:8])[C:5]2[CH:12]=[CH:13][CH:14]=[CH:15][C:4]=2[NH:3]1.[I:16]Cl. Product: [I:16][C:13]1[CH:14]=[CH:15][C:4]2[NH:3][C:2](=[O:1])[N:6]([C:7]([O:9][CH2:10][CH3:11])=[O:8])[C:5]=2[CH:12]=1. The catalyst class is: 15. (7) Reactant: [H-].[H-].[H-].[H-].[Li+].[Al+3].[NH2:7][C:8]1([C:21](OC)=[O:22])[CH2:13][CH2:12][N:11]([CH2:14][C:15]2[CH:20]=[CH:19][CH:18]=[CH:17][CH:16]=2)[CH2:10][CH2:9]1. Product: [NH2:7][C:8]1([CH2:21][OH:22])[CH2:13][CH2:12][N:11]([CH2:14][C:15]2[CH:20]=[CH:19][CH:18]=[CH:17][CH:16]=2)[CH2:10][CH2:9]1. The catalyst class is: 1.